Dataset: Peptide-MHC class I binding affinity with 185,985 pairs from IEDB/IMGT. Task: Regression. Given a peptide amino acid sequence and an MHC pseudo amino acid sequence, predict their binding affinity value. This is MHC class I binding data. (1) The peptide sequence is HLLCQAFSV. The MHC is HLA-A03:01 with pseudo-sequence HLA-A03:01. The binding affinity (normalized) is 0.0847. (2) The binding affinity (normalized) is 0.497. The peptide sequence is YAYEPGSVM. The MHC is HLA-B46:01 with pseudo-sequence HLA-B46:01. (3) The peptide sequence is FIFQSSMTK. The MHC is HLA-A68:01 with pseudo-sequence HLA-A68:01. The binding affinity (normalized) is 0.808. (4) The peptide sequence is PLILSRIV. The MHC is H-2-Kb with pseudo-sequence H-2-Kb. The binding affinity (normalized) is 0.0735. (5) The peptide sequence is GSKYRGLPK. The MHC is HLA-B39:01 with pseudo-sequence HLA-B39:01. The binding affinity (normalized) is 0.0847. (6) The binding affinity (normalized) is 0.755. The MHC is HLA-B08:01 with pseudo-sequence HLA-B08:01. The peptide sequence is QFLKFSLPFPFLYKFLL.